This data is from Catalyst prediction with 721,799 reactions and 888 catalyst types from USPTO. The task is: Predict which catalyst facilitates the given reaction. (1) Reactant: C([O:8][C:9]1[CH:10]=[CH:11][C:12]([O:20][CH3:21])=[C:13]([CH2:15][C:16]([O:18][CH3:19])=[O:17])[CH:14]=1)C1C=CC=CC=1. Product: [OH:8][C:9]1[CH:10]=[CH:11][C:12]([O:20][CH3:21])=[C:13]([CH2:15][C:16]([O:18][CH3:19])=[O:17])[CH:14]=1. The catalyst class is: 349. (2) Reactant: [I:1][C:2]1[CH:3]=[CH:4][C:5]2[N:6]([CH:8]=[C:9]([C:11]([O:13]CC)=O)[N:10]=2)[N:7]=1.[CH3:16][NH2:17].O1CCCC1. Product: [I:1][C:2]1[CH:3]=[CH:4][C:5]2[N:6]([CH:8]=[C:9]([C:11]([NH:17][CH3:16])=[O:13])[N:10]=2)[N:7]=1. The catalyst class is: 5. (3) Reactant: CC1(C)C(C)(C)OB([C:9]2[CH2:14][CH2:13][CH:12]([N:15]3[CH2:20][CH2:19][O:18][CH2:17][CH2:16]3)[CH2:11][CH:10]=2)O1.I[C:23]1[C:24]([CH:34]=[O:35])=[N:25][N:26]([CH:28]2[CH2:33][CH2:32][CH2:31][CH2:30][O:29]2)[CH:27]=1.[O-]P([O-])([O-])=O.[K+].[K+].[K+]. Product: [O:18]1[CH2:17][CH2:16][N:15]([CH:12]2[CH2:13][CH2:14][C:9]([C:23]3[C:24]([CH:34]=[O:35])=[N:25][N:26]([CH:28]4[CH2:33][CH2:32][CH2:31][CH2:30][O:29]4)[CH:27]=3)=[CH:10][CH2:11]2)[CH2:20][CH2:19]1. The catalyst class is: 438. (4) Reactant: [C:1]1([C:26]2[CH:31]=[CH:30][CH:29]=[CH:28][CH:27]=2)[CH:6]=[CH:5][CH:4]=[C:3]([C:7]2[O:8][C:9]([CH3:25])=[C:10]([CH2:12][CH2:13]OS(C3C=CC(C)=CC=3)(=O)=O)[N:11]=2)[CH:2]=1.C([O:34][C:35](=[O:53])[C:36]([CH3:52])([O:45][C:46]1[CH:51]=[CH:50][CH:49]=[CH:48][CH:47]=1)[CH2:37][C:38]1[CH:43]=[CH:42][C:41]([OH:44])=[CH:40][CH:39]=1)C. Product: [C:1]1([C:26]2[CH:27]=[CH:28][CH:29]=[CH:30][CH:31]=2)[CH:6]=[CH:5][CH:4]=[C:3]([C:7]2[O:8][C:9]([CH3:25])=[C:10]([CH2:12][CH2:13][O:44][C:41]3[CH:40]=[CH:39][C:38]([CH2:37][C:36]([CH3:52])([O:45][C:46]4[CH:47]=[CH:48][CH:49]=[CH:50][CH:51]=4)[C:35]([OH:34])=[O:53])=[CH:43][CH:42]=3)[N:11]=2)[CH:2]=1. The catalyst class is: 8. (5) Reactant: [O:1]([CH2:8][C:9]1[CH:18]=[CH:17][C:12]([C:13]([O:15]C)=O)=[CH:11][N:10]=1)[C:2]1[CH:7]=[CH:6][CH:5]=[CH:4][CH:3]=1.[Li+].[OH-].CCN(C(C)C)C(C)C.CN(C(ON1N=NC2C=CC=NC1=2)=[N+](C)C)C.F[P-](F)(F)(F)(F)F.[CH3:54][C:55]([CH3:60])([CH3:59])[CH2:56][CH2:57][NH2:58]. Product: [CH3:54][C:55]([CH3:60])([CH3:59])[CH2:56][CH2:57][NH:58][C:13](=[O:15])[C:12]1[CH:17]=[CH:18][C:9]([CH2:8][O:1][C:2]2[CH:3]=[CH:4][CH:5]=[CH:6][CH:7]=2)=[N:10][CH:11]=1. The catalyst class is: 87. (6) Reactant: [C:1]([N:8]1[CH2:15][CH:14]2[CH:10]([CH2:11][N:12]([C:16]3[CH:28]=[CH:27][C:26]4[C:25]5[C:20](=[CH:21][C:22]([N:29]=C(C6C=CC=CC=6)C6C=CC=CC=6)=[CH:23][CH:24]=5)[C:19](=[O:43])[C:18]=4[CH:17]=3)[CH2:13]2)[CH2:9]1)([O:3][C:4]([CH3:7])([CH3:6])[CH3:5])=[O:2].Cl. Product: [NH2:29][C:22]1[CH:23]=[CH:24][C:25]2[C:26]3[C:18](=[CH:17][C:16]([N:12]4[CH2:13][CH:14]5[CH:10]([CH2:9][N:8]([C:1]([O:3][C:4]([CH3:6])([CH3:5])[CH3:7])=[O:2])[CH2:15]5)[CH2:11]4)=[CH:28][CH:27]=3)[C:19](=[O:43])[C:20]=2[CH:21]=1. The catalyst class is: 266. (7) Reactant: [CH:1]1([CH2:7][C@H:8]([CH2:12][C:13]([N:15]2[CH2:20][CH2:19][O:18][CH2:17][CH2:16]2)=O)[C:9]([OH:11])=O)[CH2:6][CH2:5][CH2:4][CH2:3][CH2:2]1.C(Cl)CCl.[OH:25]N1C2C=CC=CC=2N=N1.Cl.[CH2:36]([O:43][CH2:44][C@@H:45]([C:47]([NH2:49])=[O:48])[NH2:46])[C:37]1[CH:42]=[CH:41][CH:40]=[CH:39][CH:38]=1.CN1CCOCC1. Product: [CH2:36]([O:43][CH2:44][CH:45]([NH:46][C:9](=[O:11])[CH:8]([CH2:7][CH:1]1[CH2:2][CH2:3][CH2:4][CH2:5][CH2:6]1)[C:12](=[O:25])[CH2:13][N:15]1[CH2:20][CH2:19][O:18][CH2:17][CH2:16]1)[C:47](=[O:48])[NH2:49])[C:37]1[CH:42]=[CH:41][CH:40]=[CH:39][CH:38]=1. The catalyst class is: 31. (8) Reactant: Cl[C:2]1[N:7]=[CH:6][N:5]=[C:4]([NH2:8])[C:3]=1[C:9]1[O:10][CH:11]=[C:12]([CH3:14])[N:13]=1.[NH2:15][CH:16]([C:19]1[N:28]([C:29]2[CH:34]=[CH:33][CH:32]=[CH:31][C:30]=2[CH3:35])[C:27](=[O:36])[C:26]2[C:21](=[CH:22][CH:23]=[CH:24][C:25]=2[CH3:37])[N:20]=1)[CH2:17][CH3:18].CCN(C(C)C)C(C)C.CCOC(C)=O. Product: [NH2:8][C:4]1[N:5]=[CH:6][N:7]=[C:2]([NH:15][C@H:16]([C:19]2[N:28]([C:29]3[CH:34]=[CH:33][CH:32]=[CH:31][C:30]=3[CH3:35])[C:27](=[O:36])[C:26]3[C:21](=[CH:22][CH:23]=[CH:24][C:25]=3[CH3:37])[N:20]=2)[CH2:17][CH3:18])[C:3]=1[C:9]1[O:10][CH:11]=[C:12]([CH3:14])[N:13]=1. The catalyst class is: 114.